Task: Predict the reactants needed to synthesize the given product.. Dataset: Full USPTO retrosynthesis dataset with 1.9M reactions from patents (1976-2016) (1) Given the product [CH2:1]([S:8][C:14]1[CH:15]=[CH:16][CH:17]=[C:12]([F:11])[N:13]=1)[C:2]1[CH:7]=[CH:6][CH:5]=[CH:4][CH:3]=1, predict the reactants needed to synthesize it. The reactants are: [CH2:1]([SH:8])[C:2]1[CH:7]=[CH:6][CH:5]=[CH:4][CH:3]=1.[H-].[Na+].[F:11][C:12]1[CH:17]=[CH:16][CH:15]=[C:14](F)[N:13]=1. (2) Given the product [F:21][C:2]([F:1])([F:20])[C:3]1[CH:15]=[C:14]([C:16]([F:19])([F:18])[F:17])[CH:13]=[CH:12][C:4]=1[CH2:5][N:6]1[CH2:7][CH:8]([CH:10]=[O:11])[CH2:9]1, predict the reactants needed to synthesize it. The reactants are: [F:1][C:2]([F:21])([F:20])[C:3]1[CH:15]=[C:14]([C:16]([F:19])([F:18])[F:17])[CH:13]=[CH:12][C:4]=1[CH2:5][N:6]1[CH2:9][CH:8]([CH2:10][OH:11])[CH2:7]1.C(N(CC)CC)C.C(=O)([O-])O.[Na+]. (3) Given the product [N:14]1([CH2:13][CH2:12][CH2:11][O:10][C:7]2[CH:6]=[C:5]([CH2:3][OH:2])[O:9][N:8]=2)[CH2:19][CH2:18][CH2:17][CH2:16][CH2:15]1, predict the reactants needed to synthesize it. The reactants are: C[O:2][C:3]([C:5]1[O:9][N:8]=[C:7]([O:10][CH2:11][CH2:12][CH2:13][N:14]2[CH2:19][CH2:18][CH2:17][CH2:16][CH2:15]2)[CH:6]=1)=O.[BH4-].[Na+]. (4) The reactants are: B(Br)(Br)Br.[N+:5]([C:8]1[CH:13]=[C:12]([C:14]2[O:15][C:16]3[CH:22]=[C:21]([O:23]C)[CH:20]=[CH:19][C:17]=3[CH:18]=2)[CH:11]=[CH:10][N:9]=1)([O-:7])=[O:6].O. Given the product [N+:5]([C:8]1[CH:13]=[C:12]([C:14]2[O:15][C:16]3[CH:22]=[C:21]([OH:23])[CH:20]=[CH:19][C:17]=3[CH:18]=2)[CH:11]=[CH:10][N:9]=1)([O-:7])=[O:6], predict the reactants needed to synthesize it. (5) Given the product [O:27]=[C:25]1[C:12]2([CH2:17][CH2:16][N:15]([C:18]([O:20][C:21]([CH3:24])([CH3:23])[CH3:22])=[O:19])[CH2:14][CH2:13]2)[O:11][CH2:10][CH2:9][NH:8]1, predict the reactants needed to synthesize it. The reactants are: C([N:8](CC1C=CC=CC=1)[CH2:9][CH2:10][O:11][C:12]1([C:25]([O:27]C)=O)[CH2:17][CH2:16][N:15]([C:18]([O:20][C:21]([CH3:24])([CH3:23])[CH3:22])=[O:19])[CH2:14][CH2:13]1)C1C=CC=CC=1.[H][H]. (6) Given the product [CH:25]1[C:24]2[C:29](=[N:30][C:31]3[C:36]([C:23]=2[NH:16][C:12]2[CH:13]=[CH:14][CH:15]=[C:10]([O:9][CH2:8][CH2:7][CH2:6][CH2:5][N:4]([CH2:19][CH2:20][Cl:21])[CH2:3][CH2:2][Cl:1])[CH:11]=2)=[CH:35][CH:34]=[CH:33][CH:32]=3)[CH:28]=[CH:27][CH:26]=1, predict the reactants needed to synthesize it. The reactants are: [Cl:1][CH2:2][CH2:3][N:4]([CH2:19][CH2:20][Cl:21])[CH2:5][CH2:6][CH2:7][CH2:8][O:9][C:10]1[CH:15]=[CH:14][CH:13]=[C:12]([N+:16]([O-])=O)[CH:11]=1.Cl[C:23]1[C:24]2[C:29]([N:30]=[C:31]3[C:36]=1[CH:35]=[CH:34][CH:33]=[CH:32]3)=[CH:28][CH:27]=[CH:26][CH:25]=2. (7) Given the product [CH3:5][N:37]1[C:38]2[C:34](=[CH:33][C:32]([C:39]([F:41])([F:42])[F:40])=[CH:31][C:30]=2[CH2:29][O:28][CH2:27][C:14]2([C:8]3[CH:13]=[CH:12][CH:11]=[CH:10][CH:9]=3)[CH2:15][CH2:16][N:17]([C:20]([O:22][C:23]([CH3:25])([CH3:26])[CH3:24])=[O:21])[CH2:18][CH2:19]2)[CH:35]=[CH:36]1, predict the reactants needed to synthesize it. The reactants are: S(OC)(O[CH3:5])(=O)=O.[C:8]1([C:14]2([CH2:27][O:28][CH2:29][C:30]3[CH:31]=[C:32]([C:39]([F:42])([F:41])[F:40])[CH:33]=[C:34]4[C:38]=3[NH:37][CH:36]=[CH:35]4)[CH2:19][CH2:18][N:17]([C:20]([O:22][C:23]([CH3:26])([CH3:25])[CH3:24])=[O:21])[CH2:16][CH2:15]2)[CH:13]=[CH:12][CH:11]=[CH:10][CH:9]=1.CC(C)([O-])C.[K+]. (8) Given the product [Cl:1][C:2]1[CH:3]=[C:4]([C:8]2([CH:26]([C:25]3[CH:28]=[CH:29][C:22]([O:21][CH:20]([F:19])[F:31])=[C:23]([CH3:30])[CH:24]=3)[OH:27])[S:9][CH2:10][CH2:11][CH2:12][S:13]2)[CH:5]=[CH:6][CH:7]=1, predict the reactants needed to synthesize it. The reactants are: [Cl:1][C:2]1[CH:3]=[C:4]([CH:8]2[S:13][CH2:12][CH2:11][CH2:10][S:9]2)[CH:5]=[CH:6][CH:7]=1.[Li]CCCC.[F:19][CH:20]([F:31])[O:21][C:22]1[CH:29]=[CH:28][C:25]([CH:26]=[O:27])=[CH:24][C:23]=1[CH3:30].